Task: Predict the product of the given reaction.. Dataset: Forward reaction prediction with 1.9M reactions from USPTO patents (1976-2016) Given the reactants [NH2:1][CH2:2][C:3]1[CH:4]=[N:5][CH:6]=[CH:7][C:8]=1[C:9]1[N:18]=[CH:17][C:16]2[N:15]([CH3:19])[C:14](=[O:20])[C@@H:13]([CH2:21][CH3:22])[N:12]([CH:23]([CH3:25])[CH3:24])[C:11]=2[N:10]=1.[C:26](O)([C:28](F)(F)F)=[O:27], predict the reaction product. The product is: [CH2:21]([C@H:13]1[N:12]([CH:23]([CH3:24])[CH3:25])[C:11]2[N:10]=[C:9]([C:8]3[CH:7]=[CH:6][N:5]=[CH:4][C:3]=3[CH2:2][NH:1][C:26](=[O:27])[C:28]3[CH:6]=[CH:7][CH:8]=[CH:3][CH:2]=3)[N:18]=[CH:17][C:16]=2[N:15]([CH3:19])[C:14]1=[O:20])[CH3:22].